From a dataset of Full USPTO retrosynthesis dataset with 1.9M reactions from patents (1976-2016). Predict the reactants needed to synthesize the given product. (1) Given the product [C:49]([O:48][C:46]([N:53]1[CH2:58][CH2:57][N:56]([C:10]2[C:11]3[C:2]([Cl:1])=[CH:3][N:4]=[CH:5][C:6]=3[N:7]=[C:8]([C:13]3[CH:18]=[CH:17][N:16]=[C:15]([Cl:19])[CH:14]=3)[N:9]=2)[CH2:55][CH2:54]1)=[O:47])([CH3:52])([CH3:50])[CH3:51], predict the reactants needed to synthesize it. The reactants are: [Cl:1][C:2]1[C:11]2[C:10](O)=[N:9][C:8]([C:13]3[CH:18]=[CH:17][N:16]=[C:15]([Cl:19])[CH:14]=3)=[N:7][C:6]=2[CH:5]=[N:4][CH:3]=1.C(N(CC)CC)C.C(C1C=C(C(C)C)C=C(C(C)C)C=1S(Cl)(=O)=O)(C)C.[C:46]([N:53]1[CH2:58][CH2:57][NH:56][CH2:55][CH2:54]1)([O:48][C:49]([CH3:52])([CH3:51])[CH3:50])=[O:47]. (2) Given the product [C:9]([O:8][C:6](=[O:7])[N:5]([O:4][C:1](=[O:3])[CH3:2])[S:22]([C:17]1[CH:18]=[CH:19][CH:20]=[CH:21][C:16]=1[Br:15])(=[O:24])=[O:23])([CH3:12])([CH3:11])[CH3:10], predict the reactants needed to synthesize it. The reactants are: [C:1]([O:4][NH:5][C:6]([O:8][C:9]([CH3:12])([CH3:11])[CH3:10])=[O:7])(=[O:3])[CH3:2].[H-].[Na+].[Br:15][C:16]1[CH:21]=[CH:20][CH:19]=[CH:18][C:17]=1[S:22](Cl)(=[O:24])=[O:23].CCCCCCC. (3) Given the product [C@@H:5]12[CH2:18][C@@H:4]1[CH2:3][C@H:2]([C:6]([O:8][CH2:9][CH3:10])=[O:7])[N:1]2[C:11]([O:13][C:14]([CH3:16])([CH3:15])[CH3:17])=[O:12], predict the reactants needed to synthesize it. The reactants are: [N:1]1([C:11]([O:13][C:14]([CH3:17])([CH3:16])[CH3:15])=[O:12])[CH:5]=[CH:4][CH2:3][C@@H:2]1[C:6]([O:8][CH2:9][CH3:10])=[O:7].[C:18]1(C)C=CC=CC=1.C([Zn]CC)C.ICI.C(=O)([O-])O.[Na+]. (4) Given the product [CH3:1][O:2][C:3]1[CH:11]=[CH:10][CH:9]=[C:8]([CH2:12][CH2:13][CH2:14][CH2:15][CH2:16][CH2:17][CH2:18][CH2:19][CH2:20][CH2:21][CH2:22][CH2:23][CH2:24][CH2:25][CH3:26])[C:4]=1[C:5]([Cl:29])=[O:6], predict the reactants needed to synthesize it. The reactants are: [CH3:1][O:2][C:3]1[CH:11]=[CH:10][CH:9]=[C:8]([CH2:12][CH2:13][CH2:14][CH2:15][CH2:16][CH2:17][CH2:18][CH2:19][CH2:20][CH2:21][CH2:22][CH2:23][CH2:24][CH2:25][CH3:26])[C:4]=1[C:5](O)=[O:6].S(Cl)([Cl:29])=O.CN(C)C=O. (5) Given the product [CH3:1][O:2][C:3]1[CH:4]=[C:5]([CH:9]=[CH:10][C:11]=1[O:12][C:13]([O:15][CH3:16])=[O:14])[C:6]([Cl:19])=[O:7], predict the reactants needed to synthesize it. The reactants are: [CH3:1][O:2][C:3]1[CH:4]=[C:5]([CH:9]=[CH:10][C:11]=1[O:12][C:13]([O:15][CH3:16])=[O:14])[C:6](O)=[O:7].S(Cl)([Cl:19])=O. (6) Given the product [S:1]1[CH:5]=[CH:4][CH:3]=[C:2]1[C:6]([O:8][CH2:16][C:17]([O:19][C:20]([CH3:23])([CH3:22])[CH3:21])=[O:18])=[O:7], predict the reactants needed to synthesize it. The reactants are: [S:1]1[CH:5]=[CH:4][CH:3]=[C:2]1[C:6]([OH:8])=[O:7].C([O-])([O-])=O.[K+].[K+].Br[CH2:16][C:17]([O:19][C:20]([CH3:23])([CH3:22])[CH3:21])=[O:18]. (7) Given the product [F:1][C:2]1([F:24])[CH2:7][CH2:6][CH:5]([CH2:8][NH:9][C:10]([C:12]2[C:13]3[CH:14]=[CH:15][C:16]([N:37]4[CH2:38][CH2:39][C@@H:35]([F:34])[CH2:36]4)=[N:17][C:18]=3[CH:19]=[CH:20][C:21]=2[Cl:22])=[O:11])[CH2:4][CH2:3]1, predict the reactants needed to synthesize it. The reactants are: [F:1][C:2]1([F:24])[CH2:7][CH2:6][CH:5]([CH2:8][NH:9][C:10]([C:12]2[C:13]3[CH:14]=[CH:15][C:16](Cl)=[N:17][C:18]=3[CH:19]=[CH:20][C:21]=2[Cl:22])=[O:11])[CH2:4][CH2:3]1.CCN(C(C)C)C(C)C.[F:34][C@@H:35]1[CH2:39][CH2:38][NH:37][CH2:36]1. (8) Given the product [CH2:1]([N:8]1[CH2:9][CH2:10][N:11]([C:14]2[CH:21]=[CH:20][CH:19]=[CH:18][C:15]=2[C:29](=[O:30])[CH3:31])[CH2:12][CH2:13]1)[C:2]1[CH:3]=[CH:4][CH:5]=[CH:6][CH:7]=1, predict the reactants needed to synthesize it. The reactants are: [CH2:1]([N:8]1[CH2:13][CH2:12][N:11]([C:14]2[CH:21]=[CH:20][CH:19]=[CH:18][C:15]=2C#N)[CH2:10][CH2:9]1)[C:2]1[CH:7]=[CH:6][CH:5]=[CH:4][CH:3]=1.C[Mg+].[Br-].Cl.CCO[C:29]([CH3:31])=[O:30]. (9) Given the product [Br:1][C:17]1[C:8]([CH:6]2[CH2:7][C:4]([F:20])([F:3])[CH2:5]2)=[CH:9][C:10]([O:18][CH3:19])=[C:11]([CH:16]=1)[C:12]([O:14][CH3:15])=[O:13], predict the reactants needed to synthesize it. The reactants are: [Br:1]Br.[F:3][C:4]1([F:20])[CH2:7][CH:6]([C:8]2[CH:17]=[CH:16][C:11]([C:12]([O:14][CH3:15])=[O:13])=[C:10]([O:18][CH3:19])[CH:9]=2)[CH2:5]1.C(=O)([O-])O.[Na+].S([O-])([O-])(=O)=S.[Na+].[Na+].